Task: Predict which catalyst facilitates the given reaction.. Dataset: Catalyst prediction with 721,799 reactions and 888 catalyst types from USPTO (1) Reactant: [BH4-].[Na+].[CH2:3]([N:5]1[C:13]2[CH:12]=[CH:11][CH:10]=[C:9]([CH:14]=[O:15])[C:8]=2[CH:7]=[CH:6]1)[CH3:4]. Product: [CH2:3]([N:5]1[C:13]2[C:8](=[C:9]([CH2:14][OH:15])[CH:10]=[CH:11][CH:12]=2)[CH:7]=[CH:6]1)[CH3:4]. The catalyst class is: 271. (2) Reactant: [F:1][C:2]1[CH:3]=[C:4]([CH:49]=[CH:50][CH:51]=1)[CH2:5][N:6]1[C:10]([CH3:11])=[C:9]([C:12]2[C:20]3[C:15](=[N:16][CH:17]=[C:18]([C:21]4[CH:26]=[CH:25][C:24]([N:27]5[CH2:32][CH2:31][N:30]([CH2:33][CH2:34][N:35]([CH3:37])[CH3:36])[CH2:29][CH2:28]5)=[CH:23][CH:22]=4)[CH:19]=3)[N:14](S(C3C=CC(C)=CC=3)(=O)=O)[CH:13]=2)[C:8]([CH3:48])=[N:7]1.[OH-].[Li+]. Product: [F:1][C:2]1[CH:3]=[C:4]([CH:49]=[CH:50][CH:51]=1)[CH2:5][N:6]1[C:10]([CH3:11])=[C:9]([C:12]2[C:20]3[C:15](=[N:16][CH:17]=[C:18]([C:21]4[CH:22]=[CH:23][C:24]([N:27]5[CH2:32][CH2:31][N:30]([CH2:33][CH2:34][N:35]([CH3:37])[CH3:36])[CH2:29][CH2:28]5)=[CH:25][CH:26]=4)[CH:19]=3)[NH:14][CH:13]=2)[C:8]([CH3:48])=[N:7]1. The catalyst class is: 87. (3) Reactant: [Br:1][C:2]1[C:3]([O:15][CH3:16])=[C:4]([C:9]([CH:12](Br)Br)=[CH:10][CH:11]=1)[C:5]([O:7][CH3:8])=[O:6].[C:17]1([S:23]([O-:25])=[O:24])[CH:22]=[CH:21][CH:20]=[CH:19][CH:18]=1.[Na+].C(=O)([O-])O.[Na+]. Product: [C:17]1([S:23]([CH2:12][C:9]2[C:4]([C:5]([O:7][CH3:8])=[O:6])=[C:3]([O:15][CH3:16])[C:2]([Br:1])=[CH:11][CH:10]=2)(=[O:25])=[O:24])[CH:22]=[CH:21][CH:20]=[CH:19][CH:18]=1. The catalyst class is: 287. (4) Reactant: [F:1][C:2]1[CH:7]=[CH:6][C:5]([C:8]2[C:12]([CH2:13][OH:14])=[C:11]([CH3:15])[O:10][N:9]=2)=[CH:4][CH:3]=1.[CH3:16][O:17][C:18]([C:20]1[O:24][NH:23][C:22](=O)[CH:21]=1)=[O:19].C1(P(C2C=CC=CC=2)C2C=CC=CC=2)C=CC=CC=1.N(C(OCC)=O)=NC(OCC)=O. Product: [CH3:16][O:17][C:18]([C:20]1[O:24][N:23]=[C:22]([O:14][CH2:13][C:12]2[C:8]([C:5]3[CH:4]=[CH:3][C:2]([F:1])=[CH:7][CH:6]=3)=[N:9][O:10][C:11]=2[CH3:15])[CH:21]=1)=[O:19]. The catalyst class is: 1. (5) Reactant: [I:1][C:2]1[CH:7]=[C:6]([O:8][CH3:9])[C:5]([O:10]C)=[C:4]([O:12][CH3:13])[CH:3]=1.[Cl-].[Al+3].[Cl-].[Cl-].O. Product: [OH:10][C:5]1[C:6]([O:8][CH3:9])=[CH:7][C:2]([I:1])=[CH:3][C:4]=1[O:12][CH3:13]. The catalyst class is: 2. (6) Reactant: ClC(OCC(C)C)=O.[C:9]([O:13][C:14]([C:16]1([C:19](O)=[O:20])[CH2:18][CH2:17]1)=[O:15])([CH3:12])([CH3:11])[CH3:10].C(N(CC)CC)C. Product: [OH:20][CH2:19][C:16]1([C:14]([O:13][C:9]([CH3:12])([CH3:11])[CH3:10])=[O:15])[CH2:17][CH2:18]1. The catalyst class is: 7.